Dataset: Catalyst prediction with 721,799 reactions and 888 catalyst types from USPTO. Task: Predict which catalyst facilitates the given reaction. (1) Reactant: [Br:1][C:2]1[C:3]([O:21][CH3:22])=[C:4]([C:9]([C:11]2[CH:20]=[CH:19][C:18]3[C:13](=[CH:14][CH:15]=[CH:16][CH:17]=3)[CH:12]=2)=O)[C:5](F)=[CH:6][CH:7]=1.O.[NH2:24][NH2:25].O. Product: [Br:1][C:2]1[C:3]([O:21][CH3:22])=[C:4]2[C:5](=[CH:6][CH:7]=1)[NH:25][N:24]=[C:9]2[C:11]1[CH:20]=[CH:19][C:18]2[C:13](=[CH:14][CH:15]=[CH:16][CH:17]=2)[CH:12]=1. The catalyst class is: 17. (2) Reactant: [N:1]1([CH:10]([C:15]2[CH:20]=[CH:19][CH:18]=[CH:17][CH:16]=2)[CH:11]([OH:14])[CH2:12][OH:13])[C:9]2[C:4](=[CH:5][CH:6]=[CH:7][CH:8]=2)[CH:3]=[CH:2]1.[C:21]1([CH3:31])[CH:26]=[CH:25][C:24]([S:27](Cl)(=[O:29])=[O:28])=[CH:23][CH:22]=1. Product: [OH:14][CH:11]([CH:10]([N:1]1[C:9]2[C:4](=[CH:5][CH:6]=[CH:7][CH:8]=2)[CH:3]=[CH:2]1)[C:15]1[CH:20]=[CH:19][CH:18]=[CH:17][CH:16]=1)[CH2:12][O:13][S:27]([C:24]1[CH:25]=[CH:26][C:21]([CH3:31])=[CH:22][CH:23]=1)(=[O:29])=[O:28]. The catalyst class is: 228. (3) Product: [I:1][C:2]1[CH:10]=[CH:9][C:5]([C:6]([O:8][CH3:18])=[O:7])=[CH:4][C:3]=1[OH:11]. The catalyst class is: 5. Reactant: [I:1][C:2]1[CH:10]=[CH:9][C:5]([C:6]([OH:8])=[O:7])=[CH:4][C:3]=1[OH:11].S(=O)(=O)(O)O.O.[C:18](=O)(O)[O-].[Na+]. (4) Reactant: [O:1]=[CH:2][C@H:3]([C@@H:5]([C@@H:7]([CH2:9][OH:10])[OH:8])[OH:6])[OH:4].N1C=CN=C1.[C:16]([Si:20](Cl)([C:27]1[CH:32]=[CH:31][CH:30]=[CH:29][CH:28]=1)[C:21]1[CH:26]=[CH:25][CH:24]=[CH:23][CH:22]=1)([CH3:19])([CH3:18])[CH3:17]. Product: [Si:20]([O:1][CH2:2][C@H:3]1[O:4][C@@H:9]([OH:10])[C@@H:7]([OH:8])[CH:5]1[OH:6])([C:16]([CH3:19])([CH3:18])[CH3:17])([C:27]1[CH:28]=[CH:29][CH:30]=[CH:31][CH:32]=1)[C:21]1[CH:26]=[CH:25][CH:24]=[CH:23][CH:22]=1. The catalyst class is: 31.